From a dataset of Reaction yield outcomes from USPTO patents with 853,638 reactions. Predict the reaction yield, written as a fraction of the theoretical maximum amount of product (1.0 means a 100% yield; for example, 0.34 means a 34% yield). (1) The reactants are [ClH:1].O1CCOCC1.[Cl:8][C:9]1[CH:10]=[C:11]([C@@H:15]([C@H:35]2[N:39](C(OC(C)(C)C)=O)[C:38]([CH3:48])([CH3:47])[CH2:37][CH2:36]2)[C:16]([N:18]2[CH2:23][CH2:22][N:21]([C:24]3[C:25]4[C@H:32]([CH3:33])[CH2:31][C@@H:30]([OH:34])[C:26]=4[N:27]=[CH:28][N:29]=3)[CH2:20][CH2:19]2)=[O:17])[CH:12]=[CH:13][CH:14]=1. The catalyst is C(Cl)Cl. The product is [ClH:8].[ClH:1].[Cl:8][C:9]1[CH:10]=[C:11]([C@@H:15]([C@@H:35]2[CH2:36][CH2:37][C:38]([CH3:47])([CH3:48])[NH:39]2)[C:16]([N:18]2[CH2:19][CH2:20][N:21]([C:24]3[C:25]4[C@H:32]([CH3:33])[CH2:31][C@@H:30]([OH:34])[C:26]=4[N:27]=[CH:28][N:29]=3)[CH2:22][CH2:23]2)=[O:17])[CH:12]=[CH:13][CH:14]=1. The yield is 0.790. (2) The reactants are [C:1]([C:5]1[CH:6]=[C:7]([NH:44][S:45]([CH3:48])(=[O:47])=[O:46])[C:8]([O:42][CH3:43])=[C:9]([NH:11][C:12]([C:14]2[S:18][C:17]3[C:19]([NH:23][C:24](=[O:41])[C:25]4[CH:30]=[CH:29][C:28]([NH:31]CC5C=CC(OC)=CC=5)=[N:27][CH:26]=4)=[CH:20][CH:21]=[CH:22][C:16]=3[CH:15]=2)=[O:13])[CH:10]=1)([CH3:4])([CH3:3])[CH3:2]. The catalyst is FC(F)(F)C(O)=O. The product is [NH2:31][C:28]1[CH:29]=[CH:30][C:25]([C:24]([NH:23][C:19]2[C:17]3[S:18][C:14]([C:12](=[O:13])[NH:11][C:9]4[CH:10]=[C:5]([C:1]([CH3:3])([CH3:4])[CH3:2])[CH:6]=[C:7]([NH:44][S:45]([CH3:48])(=[O:47])=[O:46])[C:8]=4[O:42][CH3:43])=[CH:15][C:16]=3[CH:22]=[CH:21][CH:20]=2)=[O:41])=[CH:26][N:27]=1. The yield is 0.850.